Dataset: Forward reaction prediction with 1.9M reactions from USPTO patents (1976-2016). Task: Predict the product of the given reaction. (1) Given the reactants [CH2:1]([O:3][C:4]([C:6]1[NH:7][C:8]2[C:13]([CH:14]=1)=[CH:12][CH:11]=[C:10]([Cl:15])[CH:9]=2)=[O:5])[CH3:2].O=P(Cl)(Cl)Cl.CN([CH:24]=[O:25])C, predict the reaction product. The product is: [CH2:1]([O:3][C:4]([C:6]1[NH:7][C:8]2[C:13]([C:14]=1[CH:24]=[O:25])=[CH:12][CH:11]=[C:10]([Cl:15])[CH:9]=2)=[O:5])[CH3:2]. (2) The product is: [Br:11][C:9]1[CH:8]=[C:4]([CH:3]=[C:2]([NH:18][C:13]2[CH:14]=[N:15][CH:16]=[CH:17][N:12]=2)[CH:10]=1)[C:5]([NH2:7])=[O:6]. Given the reactants Br[C:2]1[CH:3]=[C:4]([CH:8]=[C:9]([Br:11])[CH:10]=1)[C:5]([NH2:7])=[O:6].[N:12]1[CH:17]=[CH:16][N:15]=[CH:14][C:13]=1[NH2:18], predict the reaction product. (3) Given the reactants [CH2:1]([CH:4]([C@@H:6]([C@H:8]([C@@H:10]([C@@H:12]([CH2:14][OH:15])[OH:13])[OH:11])[OH:9])[OH:7])[OH:5])[CH:2]=[CH2:3].[H][H], predict the reaction product. The product is: [CH2:1]([CH:4]([C@@H:6]([C@H:8]([C@@H:10]([C@@H:12]([CH2:14][OH:15])[OH:13])[OH:11])[OH:9])[OH:7])[OH:5])[CH2:2][CH3:3]. (4) Given the reactants [O:1]=[C:2]1[C:10]2[C:5](=[CH:6][CH:7]=[CH:8][CH:9]=2)[C:4](=[O:11])[N:3]1[CH2:12][CH2:13][CH2:14][C:15]#[C:16][C:17]1[C:18]([N:34]([CH3:38])[CH2:35][CH2:36][CH3:37])=[N:19][C:20]([NH:23][C:24]2[CH:33]=[CH:32][C:27]([C:28]([O:30]C)=[O:29])=[CH:26][CH:25]=2)=[N:21][CH:22]=1.[OH-:39].[Na+].Cl, predict the reaction product. The product is: [C:28]([C:27]1[CH:32]=[CH:33][C:24]([NH:23][C:20]2[N:19]=[C:18]([N:34]([CH3:38])[CH2:35][CH2:36][CH3:37])[C:17]([C:16]#[C:15][CH2:14][CH2:13][CH2:12][NH:3][C:2]([C:10]3[CH:9]=[CH:8][CH:7]=[CH:6][C:5]=3[C:4]([OH:39])=[O:11])=[O:1])=[CH:22][N:21]=2)=[CH:25][CH:26]=1)([OH:30])=[O:29]. (5) Given the reactants [Cl:1][C:2]1[CH:27]=[CH:26][C:5]([C:6]([NH:8][CH:9]([C:20]2[CH:25]=[CH:24][CH:23]=[CH:22][CH:21]=2)[CH2:10][CH2:11][NH:12][C:13](=[O:19])[O:14][C:15]([CH3:18])([CH3:17])[CH3:16])=[O:7])=[CH:4][C:3]=1[NH:28][C:29]([C:31]1[C:44](=[O:45])[NH:43][C:34]2[N:35]=[C:36](S(C)(=O)=O)[N:37]=[CH:38][C:33]=2[CH:32]=1)=[O:30].[NH:46]1[CH2:51][CH2:50][CH:49]([NH:52][C:53](=[O:59])[O:54][C:55]([CH3:58])([CH3:57])[CH3:56])[CH2:48][CH2:47]1.CN(C=O)C, predict the reaction product. The product is: [C:55]([O:54][C:53](=[O:59])[NH:52][CH:49]1[CH2:50][CH2:51][N:46]([C:36]2[N:37]=[CH:38][C:33]3[CH:32]=[C:31]([C:29](=[O:30])[NH:28][C:3]4[CH:4]=[C:5]([C:6](=[O:7])[NH:8][CH:9]([C:20]5[CH:21]=[CH:22][CH:23]=[CH:24][CH:25]=5)[CH2:10][CH2:11][NH:12][C:13]([O:14][C:15]([CH3:16])([CH3:18])[CH3:17])=[O:19])[CH:26]=[CH:27][C:2]=4[Cl:1])[C:44](=[O:45])[NH:43][C:34]=3[N:35]=2)[CH2:47][CH2:48]1)([CH3:58])([CH3:56])[CH3:57]. (6) The product is: [O:6]1[C@H:7]2[C@@H:8]3[C@H:13]([CH2:14][CH2:15][CH2:16]2)[N:12]([C:17]([O:19][C:20]([CH3:23])([CH3:22])[CH3:21])=[O:18])[CH2:11][CH2:10][N:9]3[S:1]1(=[O:3])=[O:2]. Given the reactants [S:1](Cl)(Cl)(=[O:3])=[O:2].[OH:6][C@@H:7]1[CH2:16][CH2:15][CH2:14][C@H:13]2[C@@H:8]1[NH:9][CH2:10][CH2:11][N:12]2[C:17]([O:19][C:20]([CH3:23])([CH3:22])[CH3:21])=[O:18].C(N(CC)CC)C, predict the reaction product.